This data is from Forward reaction prediction with 1.9M reactions from USPTO patents (1976-2016). The task is: Predict the product of the given reaction. (1) Given the reactants [CH3:1][C:2]1[N:7]=[C:6]([C:8]#[N:9])[CH:5]=[CH:4][C:3]=1[CH2:10][S:11][CH3:12].C(C1C=NC=C(CCC(C)C)C=1)#N, predict the reaction product. The product is: [CH3:1][C:2]1[N:7]=[C:6]([CH2:8][NH2:9])[CH:5]=[CH:4][C:3]=1[CH2:10][S:11][CH3:12]. (2) Given the reactants [N:1]1[CH:6]=[CH:5][CH:4]=[C:3]([NH:7][C:8](=[O:15])OCC(Cl)(Cl)Cl)[N:2]=1.[F:16][C:17]1[C:22]([F:23])=[CH:21][CH:20]=[CH:19][C:18]=1[C:24]1[N:29]=[C:28]([N:30]2[CH2:35][CH2:34][NH:33][CH2:32][CH2:31]2)[CH:27]=[CH:26][CH:25]=1, predict the reaction product. The product is: [F:16][C:17]1[C:22]([F:23])=[CH:21][CH:20]=[CH:19][C:18]=1[C:24]1[N:29]=[C:28]([N:30]2[CH2:31][CH2:32][N:33]([C:8]([NH:7][C:3]3[N:2]=[N:1][CH:6]=[CH:5][CH:4]=3)=[O:15])[CH2:34][CH2:35]2)[CH:27]=[CH:26][CH:25]=1. (3) Given the reactants [NH:1]1[C:9]2[C:4](=[CH:5][C:6]([C:10]3[NH:11][C:12]4[N:13]([N:17]=[CH:18][C:19]=4[C:20](O)=[O:21])[C:14](=[O:16])[CH:15]=3)=[CH:7][CH:8]=2)[CH:3]=[N:2]1.C1N=CN(C(N2C=NC=C2)=O)C=1.[CH2:35]([NH2:38])[C:36]#[CH:37], predict the reaction product. The product is: [NH:1]1[C:9]2[C:4](=[CH:5][C:6]([C:10]3[NH:11][C:12]4[N:13]([N:17]=[CH:18][C:19]=4[C:20]([NH:38][CH2:35][C:36]#[CH:37])=[O:21])[C:14](=[O:16])[CH:15]=3)=[CH:7][CH:8]=2)[CH:3]=[N:2]1. (4) Given the reactants [NH2:1][S:2]([C:5]1[CH:10]=[CH:9][C:8]([N:11]=[C:12]=[S:13])=[CH:7][CH:6]=1)(=[O:4])=[O:3].[N:14]#[C:15][NH2:16].C1CCN2[C:20](=[N:21]CCC2)[CH2:19]C1.BrCC#N, predict the reaction product. The product is: [NH2:1][S:2]([C:5]1[CH:6]=[CH:7][C:8]([NH:11][C:12]2[S:13][C:19]([C:20]#[N:21])=[C:15]([NH2:16])[N:14]=2)=[CH:9][CH:10]=1)(=[O:4])=[O:3].